From a dataset of Forward reaction prediction with 1.9M reactions from USPTO patents (1976-2016). Predict the product of the given reaction. Given the reactants [F:1][C:2]1[CH:7]=[CH:6][C:5]([N:8]2[CH:11]([C:12]3[CH:17]=[CH:16][C:15]([O:18][CH2:19][CH2:20][CH2:21][CH2:22][CH2:23][CH2:24]I)=[CH:14][CH:13]=3)[CH:10]([CH2:26][CH2:27][CH:28]([C:30]3[CH:35]=[CH:34][C:33]([F:36])=[CH:32][CH:31]=3)[OH:29])[C:9]2=[O:37])=[CH:4][CH:3]=1.[CH3:38][NH:39][CH2:40][CH:41]([OH:50])[CH:42]([OH:49])[CH:43]([OH:48])[CH:44]([OH:47])[CH2:45][OH:46], predict the reaction product. The product is: [F:1][C:2]1[CH:7]=[CH:6][C:5]([N:8]2[CH:11]([C:12]3[CH:17]=[CH:16][C:15]([O:18][CH2:19][CH2:20][CH2:21][CH2:22][CH2:23][CH2:24][N:39]([CH3:38])[CH2:40][CH:41]([OH:50])[CH:42]([OH:49])[CH:43]([OH:48])[CH:44]([OH:47])[CH2:45][OH:46])=[CH:14][CH:13]=3)[CH:10]([CH2:26][CH2:27][CH:28]([C:30]3[CH:35]=[CH:34][C:33]([F:36])=[CH:32][CH:31]=3)[OH:29])[C:9]2=[O:37])=[CH:4][CH:3]=1.